This data is from Catalyst prediction with 721,799 reactions and 888 catalyst types from USPTO. The task is: Predict which catalyst facilitates the given reaction. (1) Reactant: [CH3:1][O:2][CH2:3][C:4]1[N:9]=[C:8]([NH2:10])[C:7]([NH2:11])=[C:6]([NH2:12])[CH:5]=1.Br.Br[CH2:15][C:16]([C:18]1[C:23]([C:24]([F:27])([F:26])[F:25])=[CH:22][CH:21]=[CH:20][N:19]=1)=O.C([O-])(O)=O.[Na+].O1CCOCC1. Product: [CH3:1][O:2][CH2:3][C:4]1[CH:5]=[C:6]([NH2:12])[C:7]2[C:8]([N:9]=1)=[N:10][C:16]([C:18]1[C:23]([C:24]([F:27])([F:25])[F:26])=[CH:22][CH:21]=[CH:20][N:19]=1)=[CH:15][N:11]=2. The catalyst class is: 6. (2) Reactant: [CH2:1]1[C:9]2[C:4](=[CH:5][CH:6]=[CH:7][CH:8]=2)[CH2:3][CH:2]1[C@H:10]1[NH:15][C:14](=[O:16])[C@@H:13]([C@@H:17]([CH3:20])[CH2:18][CH3:19])[N:12]([CH:21]([C:32]2[C:33]([CH3:39])=[N:34][C:35]([CH3:38])=[CH:36][CH:37]=2)[C:22]([NH:24][C:25]2C=CC=CC=2O)=[O:23])[C:11]1=[O:40].C(N1C=CN=C1)(N1C=CN=C1)=O.CN.O1CCCC1. Product: [CH2:1]1[C:9]2[C:4](=[CH:5][CH:6]=[CH:7][CH:8]=2)[CH2:3][CH:2]1[C@H:10]1[NH:15][C:14](=[O:16])[C@@H:13]([C@@H:17]([CH3:20])[CH2:18][CH3:19])[N:12]([C@H:21]([C:32]2[C:33]([CH3:39])=[N:34][C:35]([CH3:38])=[CH:36][CH:37]=2)[C:22]([NH:24][CH3:25])=[O:23])[C:11]1=[O:40]. The catalyst class is: 4. (3) Product: [CH3:1][C:2]1[S:3][CH:4]=[CH:5][C:6]=1[CH:7]=[CH:24][N+:21]([O-:23])=[O:22]. The catalyst class is: 425. Reactant: [CH3:1][C:2]1[S:3][CH:4]=[CH:5][C:6]=1[CH:7]=O.CCCCCC.CC(=O)OCC.[N+:21]([CH3:24])([O-:23])=[O:22]. (4) Reactant: [Si]([O:8][CH:9]([C:22]1[O:23][C:24]([C:27]2[N:36]=[CH:35][CH:34]=[CH:33][C:28]=2[C:29]([O:31][CH3:32])=[O:30])=[CH:25][N:26]=1)[CH2:10][CH2:11][CH2:12][CH2:13][CH2:14][CH2:15][C:16]1[CH:21]=[CH:20][CH:19]=[CH:18][CH:17]=1)(C(C)(C)C)(C)C. Product: [C:16]1([CH2:15][CH2:14][CH2:13][CH2:12][CH2:11][CH2:10][C:9]([C:22]2[O:23][C:24]([C:27]3[N:36]=[CH:35][CH:34]=[CH:33][C:28]=3[C:29]([O:31][CH3:32])=[O:30])=[CH:25][N:26]=2)=[O:8])[CH:21]=[CH:20][CH:19]=[CH:18][CH:17]=1. The catalyst class is: 25.